Predict the reactants needed to synthesize the given product. From a dataset of Full USPTO retrosynthesis dataset with 1.9M reactions from patents (1976-2016). (1) Given the product [Br:1][C:2]1[CH:3]=[CH:4][C:5]([O:22][CH3:23])=[C:6]([S:8]([NH:11][C:12]2[CH:13]=[N:14][CH:15]=[C:16]([CH:21]=2)[C:17]([OH:19])=[O:18])(=[O:9])=[O:10])[CH:7]=1, predict the reactants needed to synthesize it. The reactants are: [Br:1][C:2]1[CH:3]=[CH:4][C:5]([O:22][CH3:23])=[C:6]([S:8]([NH:11][C:12]2[CH:13]=[N:14][CH:15]=[C:16]([CH:21]=2)[C:17]([O:19]C)=[O:18])(=[O:10])=[O:9])[CH:7]=1.[OH-].[Na+]. (2) The reactants are: Br.Br[CH2:3][C:4]([C:6]1[CH:7]=[N:8][N:9]([CH3:11])[CH:10]=1)=O.C([O-])(O)=O.[Na+].[CH3:17][NH:18][C:19]1[CH:24]=[CH:23][N:22]=[C:21]([NH2:25])[CH:20]=1. Given the product [CH3:17][NH:18][C:19]1[CH:24]=[CH:23][N:22]2[CH:3]=[C:4]([C:6]3[CH:7]=[N:8][N:9]([CH3:11])[CH:10]=3)[N:25]=[C:21]2[CH:20]=1, predict the reactants needed to synthesize it. (3) Given the product [CH3:11][C:2]1[S:16][C:15]([CH2:14][C:12]#[N:13])=[N:17][C:3]=1[C:5]1[CH:10]=[CH:9][CH:8]=[CH:7][CH:6]=1, predict the reactants needed to synthesize it. The reactants are: Br[CH:2]([CH3:11])[C:3]([C:5]1[CH:10]=[CH:9][CH:8]=[CH:7][CH:6]=1)=O.[C:12]([CH2:14][C:15]([NH2:17])=[S:16])#[N:13]. (4) The reactants are: C([O:9][CH2:10][C:11]1[S:12][CH:13]=[C:14](/[CH:16]=[CH:17]/[C:18]2[C:19]([O:29][CH2:30][C:31]3[CH:36]=[CH:35][C:34]([O:37][CH2:38][C:39]4[N:40]=[C:41]([C:45]5[CH:50]=[CH:49][C:48]([CH2:51][C:52]([O:54]CC)=[O:53])=[CH:47][CH:46]=5)[O:42][C:43]=4[CH3:44])=[C:33]([O:57][CH3:58])[CH:32]=3)=[N:20][N:21]([C:23]3[CH:28]=[CH:27][CH:26]=[CH:25][CH:24]=3)[CH:22]=2)[N:15]=1)(=O)C1C=CC=CC=1.O1CCCC1.[OH-].[Na+].Cl. Given the product [OH:9][CH2:10][C:11]1[S:12][CH:13]=[C:14](/[CH:16]=[CH:17]/[C:18]2[C:19]([O:29][CH2:30][C:31]3[CH:36]=[CH:35][C:34]([O:37][CH2:38][C:39]4[N:40]=[C:41]([C:45]5[CH:46]=[CH:47][C:48]([CH2:51][C:52]([OH:54])=[O:53])=[CH:49][CH:50]=5)[O:42][C:43]=4[CH3:44])=[C:33]([O:57][CH3:58])[CH:32]=3)=[N:20][N:21]([C:23]3[CH:28]=[CH:27][CH:26]=[CH:25][CH:24]=3)[CH:22]=2)[N:15]=1, predict the reactants needed to synthesize it. (5) Given the product [Cl:1][C:2]1[C:3]([NH:27][C@@H:28]2[CH2:33][CH2:32][CH2:31][CH2:30][C@H:29]2[NH:34][S:35]([CH3:38])(=[O:37])=[O:36])=[N:47][C:5]([N:8]([C:9]2[CH:10]=[CH:11][C:12]3[CH2:18][N:17]([CH2:19][CH2:20][OH:46])[CH2:16][CH2:15][N:14]([CH3:25])[C:13]=3[CH:26]=2)[C:44]2[CH:43]=[CH:13][CH:26]=[CH:9][CH:10]=2)=[N:6][CH:7]=1, predict the reactants needed to synthesize it. The reactants are: [Cl:1][C:2]1[C:3]([NH:27][C@@H:28]2[CH2:33][CH2:32][CH2:31][CH2:30][C@H:29]2[NH:34][S:35]([CH3:38])(=[O:37])=[O:36])=N[C:5]([NH:8][C:9]2[CH:10]=[CH:11][C:12]3[CH2:18][N:17]([CH2:19][CH2:20]OC(=O)C)[CH2:16][CH2:15][N:14]([CH3:25])[C:13]=3[CH:26]=2)=[N:6][CH:7]=1.O1[CH2:44][CH2:43]OCC1.[Li+].[OH-:46].[NH3:47]. (6) Given the product [Cl:1][C:2]1[CH:3]=[CH:4][C:5]2[O:9][C:8]([C:10]3[CH:11]=[CH:12][C:13]4[N:17]([CH:18]5[CH2:19][CH2:20][O:21][CH2:22][CH2:23]5)[CH:25]=[N:15][C:14]=4[CH:16]=3)=[N:7][C:6]=2[CH:24]=1, predict the reactants needed to synthesize it. The reactants are: [Cl:1][C:2]1[CH:3]=[CH:4][C:5]2[O:9][C:8]([C:10]3[CH:11]=[CH:12][C:13]([NH:17][CH:18]4[CH2:23][CH2:22][O:21][CH2:20][CH2:19]4)=[C:14]([CH:16]=3)[NH2:15])=[N:7][C:6]=2[CH:24]=1.[C:25]1(C)C=CC(S(O)(=O)=O)=CC=1.C(=O)([O-])O.[Na+].